From a dataset of Full USPTO retrosynthesis dataset with 1.9M reactions from patents (1976-2016). Predict the reactants needed to synthesize the given product. (1) Given the product [F:1][C:2]1[CH:3]=[C:4]([CH:29]=[C:30]([N:32]2[CH2:37][CH2:36][CH2:35][CH2:34][CH2:33]2)[CH:31]=1)[C:5]([NH:7][C:8]1[C:17]2[C:12](=[CH:13][CH:14]=[CH:15][CH:16]=2)[C:11]([O:18][C:19]2[CH:24]=[CH:23][N:22]=[C:21]([N:38]3[CH2:42][CH2:41][CH2:40][CH2:39]3)[N:20]=2)=[CH:10][CH:9]=1)=[O:6], predict the reactants needed to synthesize it. The reactants are: [F:1][C:2]1[CH:3]=[C:4]([CH:29]=[C:30]([N:32]2[CH2:37][CH2:36][CH2:35][CH2:34][CH2:33]2)[CH:31]=1)[C:5]([NH:7][C:8]1[C:17]2[C:12](=[CH:13][CH:14]=[CH:15][CH:16]=2)[C:11]([O:18][C:19]2[CH:24]=[CH:23][N:22]=[C:21](S(C)(=O)=O)[N:20]=2)=[CH:10][CH:9]=1)=[O:6].[NH:38]1[CH2:42][CH2:41][CH2:40][CH2:39]1. (2) Given the product [NH2:1][C:2]1[CH:3]=[CH:4][C:5]([C:6]([NH:14][CH:11]([CH3:13])[CH3:12])=[O:8])=[CH:9][CH:10]=1, predict the reactants needed to synthesize it. The reactants are: [NH2:1][C:2]1[CH:10]=[CH:9][C:5]([C:6]([OH:8])=O)=[CH:4][CH:3]=1.[CH:11]([NH2:14])([CH3:13])[CH3:12].CN(C(ON1N=NC2C=CC=CC1=2)=[N+](C)C)C.[B-](F)(F)(F)F. (3) Given the product [I:6][C:7]1[CH:8]=[C:9]([OH:16])[CH:11]=[CH:12][C:13]=1[CH3:14], predict the reactants needed to synthesize it. The reactants are: OS(O)(=O)=O.[I:6][C:7]1[CH:8]=[C:9]([CH:11]=[CH:12][C:13]=1[CH3:14])N.N([O-])=[O:16].[Na+].C(Cl)Cl.